From a dataset of Full USPTO retrosynthesis dataset with 1.9M reactions from patents (1976-2016). Predict the reactants needed to synthesize the given product. (1) Given the product [Si:12]([O:19][CH2:20][CH2:21][N:22]([C:23]1[CH:24]=[CH:25][C:26]([O:29][CH2:30][C:31]([CH3:37])([CH3:36])[C:32]([O:34][CH3:35])=[O:33])=[N:27][CH:28]=1)[C:8]([C:7]1[C:6]([Cl:11])=[N:5][CH:4]=[N:3][C:2]=1[Cl:1])=[O:9])([C:15]([CH3:18])([CH3:17])[CH3:16])([CH3:13])[CH3:14], predict the reactants needed to synthesize it. The reactants are: [Cl:1][C:2]1[C:7]([C:8](Cl)=[O:9])=[C:6]([Cl:11])[N:5]=[CH:4][N:3]=1.[Si:12]([O:19][CH2:20][CH2:21][NH:22][C:23]1[CH:24]=[CH:25][C:26]([O:29][CH2:30][C:31]([CH3:37])([CH3:36])[C:32]([O:34][CH3:35])=[O:33])=[N:27][CH:28]=1)([C:15]([CH3:18])([CH3:17])[CH3:16])([CH3:14])[CH3:13].C(N(CC)CC)C. (2) Given the product [ClH:1].[ClH:1].[CH3:19][S:20][C:21]1[CH:26]=[CH:25][C:24]([C:2]2[CH:11]=[CH:10][C:9]3[CH2:8][NH:7][CH2:6][CH2:5][C:4]=3[N:3]=2)=[CH:23][CH:22]=1, predict the reactants needed to synthesize it. The reactants are: [Cl:1][C:2]1[CH:11]=[CH:10][C:9]2[CH2:8][N:7](C(OC(C)(C)C)=O)[CH2:6][CH2:5][C:4]=2[N:3]=1.[CH3:19][S:20][C:21]1[CH:26]=[CH:25][C:24](B(O)O)=[CH:23][CH:22]=1. (3) Given the product [NH2:20][CH:8]([C:5]1[CH:4]=[CH:3][C:2]([F:1])=[CH:7][CH:6]=1)[CH:9]1[CH2:12][N:11]([C:13]([O:15][C:16]([CH3:19])([CH3:18])[CH3:17])=[O:14])[CH2:10]1, predict the reactants needed to synthesize it. The reactants are: [F:1][C:2]1[CH:7]=[CH:6][C:5](/[C:8](=[N:20]/O)/[CH:9]2[CH2:12][N:11]([C:13]([O:15][C:16]([CH3:19])([CH3:18])[CH3:17])=[O:14])[CH2:10]2)=[CH:4][CH:3]=1.[H][H]. (4) The reactants are: [Na].[C:2]([C:4]1[C:5]([S-:15])=[N:6][S:7][C:8]=1[NH:9][C:10]([O:12][CH2:13][CH3:14])=[O:11])#[N:3].I[CH2:17][CH2:18][CH2:19][CH2:20][CH3:21]. Given the product [CH2:13]([O:12][C:10](=[O:11])[NH:9][C:8]1[S:7][N:6]=[C:5]([S:15][CH2:17][CH2:18][CH2:19][CH2:20][CH3:21])[C:4]=1[C:2]#[N:3])[CH3:14], predict the reactants needed to synthesize it. (5) The reactants are: [C:1]([C:5]1[CH:10]=[CH:9][C:8]([OH:11])=[CH:7][CH:6]=1)([CH3:4])([CH3:3])[CH3:2].[CH3:12][C:13]([C:15]1[CH:20]=[CH:19][CH:18]=[CH:17][CH:16]=1)=[CH2:14].C1CCCCC1.O. Given the product [C:1]([C:5]1[CH:6]=[CH:7][C:8]([OH:11])=[C:9]([C:13]([C:15]2[CH:20]=[CH:19][CH:18]=[CH:17][CH:16]=2)([CH3:14])[CH3:12])[CH:10]=1)([CH3:4])([CH3:2])[CH3:3], predict the reactants needed to synthesize it. (6) Given the product [F:36][C:2]([F:1])([F:35])[C:3]1[CH:4]=[CH:5][C:6]([C:9]2[CH:10]=[C:11]([CH:32]=[CH:33][CH:34]=2)[CH2:12][O:13][C:14]2[CH:15]=[CH:16][C:17]([C@@H:20]([C:26]3[CH:30]=[C:29]([CH3:31])[O:28][N:27]=3)[CH2:21][C:22]([OH:24])=[O:23])=[CH:18][CH:19]=2)=[CH:7][CH:8]=1, predict the reactants needed to synthesize it. The reactants are: [F:1][C:2]([F:36])([F:35])[C:3]1[CH:8]=[CH:7][C:6]([C:9]2[CH:10]=[C:11]([CH:32]=[CH:33][CH:34]=2)[CH2:12][O:13][C:14]2[CH:19]=[CH:18][C:17]([C@@H:20]([C:26]3[CH:30]=[C:29]([CH3:31])[O:28][N:27]=3)[CH2:21][C:22]([O:24]C)=[O:23])=[CH:16][CH:15]=2)=[CH:5][CH:4]=1.[OH-].[Na+].Cl. (7) Given the product [CH:23]([C:15]1[CH:16]=[C:17]2[C:22](=[C:13]([C:9]3[CH:8]=[C:7]([CH2:6][CH:5]([C:26]4[CH:31]=[CH:30][N:29]=[CH:28][CH:27]=4)[CH2:4][OH:3])[CH:12]=[CH:11][CH:10]=3)[CH:14]=1)[N:21]=[CH:20][CH:19]=[CH:18]2)([CH3:25])[CH3:24], predict the reactants needed to synthesize it. The reactants are: C([O:3][C:4](=O)[CH:5]([C:26]1[CH:31]=[CH:30][N:29]=[CH:28][CH:27]=1)[CH2:6][C:7]1[CH:12]=[CH:11][CH:10]=[C:9]([C:13]2[CH:14]=[C:15]([CH:23]([CH3:25])[CH3:24])[CH:16]=[C:17]3[C:22]=2[N:21]=[CH:20][CH:19]=[CH:18]3)[CH:8]=1)C.[H-].[H-].[H-].[H-].[Li+].[Al+3].